Dataset: Full USPTO retrosynthesis dataset with 1.9M reactions from patents (1976-2016). Task: Predict the reactants needed to synthesize the given product. Given the product [CH3:22][O:23][C:24]1[CH:25]=[CH:26][C:27]([S:30]([NH:1][C:2]2[CH:11]=[CH:10][C:9]3[NH:8][C:7](=[O:12])[C:6]4[NH:13][CH:14]=[CH:15][C:5]=4[C:4]=3[CH:3]=2)(=[O:32])=[O:31])=[CH:28][CH:29]=1.[CH2:17]([C:19]([O-:21])=[O:20])[CH3:18], predict the reactants needed to synthesize it. The reactants are: [NH2:1][C:2]1[CH:11]=[CH:10][C:9]2[NH:8][C:7](=[O:12])[C:6]3[NH:13][CH:14]=[CH:15][C:5]=3[C:4]=2[CH:3]=1.Cl.[CH2:17]([C:19]([OH:21])=[O:20])[CH3:18].[CH3:22][O:23][C:24]1[CH:29]=[CH:28][C:27]([S:30](Cl)(=[O:32])=[O:31])=[CH:26][CH:25]=1.